From a dataset of NCI-60 drug combinations with 297,098 pairs across 59 cell lines. Regression. Given two drug SMILES strings and cell line genomic features, predict the synergy score measuring deviation from expected non-interaction effect. (1) Synergy scores: CSS=-4.74, Synergy_ZIP=0.493, Synergy_Bliss=-6.12, Synergy_Loewe=-6.89, Synergy_HSA=-9.60. Cell line: HOP-62. Drug 2: C1C(C(OC1N2C=NC3=C2NC=NCC3O)CO)O. Drug 1: C(CN)CNCCSP(=O)(O)O. (2) Drug 1: CCC(=C(C1=CC=CC=C1)C2=CC=C(C=C2)OCCN(C)C)C3=CC=CC=C3.C(C(=O)O)C(CC(=O)O)(C(=O)O)O. Drug 2: CC1=C(C=C(C=C1)NC(=O)C2=CC=C(C=C2)CN3CCN(CC3)C)NC4=NC=CC(=N4)C5=CN=CC=C5. Cell line: T-47D. Synergy scores: CSS=4.10, Synergy_ZIP=0.0104, Synergy_Bliss=1.06, Synergy_Loewe=-8.69, Synergy_HSA=-5.68. (3) Drug 1: CC1=CC=C(C=C1)C2=CC(=NN2C3=CC=C(C=C3)S(=O)(=O)N)C(F)(F)F. Drug 2: CC12CCC3C(C1CCC2OP(=O)(O)O)CCC4=C3C=CC(=C4)OC(=O)N(CCCl)CCCl.[Na+]. Cell line: UACC-257. Synergy scores: CSS=19.0, Synergy_ZIP=-4.68, Synergy_Bliss=-0.101, Synergy_Loewe=-1.44, Synergy_HSA=-2.51. (4) Drug 1: C1C(C(OC1N2C=NC3=C(N=C(N=C32)Cl)N)CO)O. Drug 2: C1=NC2=C(N1)C(=S)N=CN2. Cell line: NCI-H460. Synergy scores: CSS=20.4, Synergy_ZIP=-0.458, Synergy_Bliss=6.19, Synergy_Loewe=1.54, Synergy_HSA=4.29. (5) Drug 1: C1CC(=O)NC(=O)C1N2CC3=C(C2=O)C=CC=C3N. Drug 2: C1=CN(C=N1)CC(O)(P(=O)(O)O)P(=O)(O)O. Cell line: UO-31. Synergy scores: CSS=2.76, Synergy_ZIP=-1.69, Synergy_Bliss=-1.90, Synergy_Loewe=-3.61, Synergy_HSA=-2.17.